Dataset: Catalyst prediction with 721,799 reactions and 888 catalyst types from USPTO. Task: Predict which catalyst facilitates the given reaction. Reactant: [CH3:1][C:2]1([C:14](=[O:41])[NH:15][C:16]2[CH:21]=[CH:20][C:19]([C:22]3[CH:27]=[CH:26][N:25]=[C:24]([NH:28][C:29]4[CH:34]=[CH:33][C:32]([N:35]5[CH2:40][CH2:39][O:38][CH2:37][CH2:36]5)=[CH:31][CH:30]=4)[N:23]=3)=[CH:18][CH:17]=2)[CH2:6][CH2:5][CH2:4][N:3]1C(OC(C)(C)C)=O.Cl.O1CCOCC1. Product: [CH3:1][C@@:2]1([C:14]([NH:15][C:16]2[CH:17]=[CH:18][C:19]([C:22]3[CH:27]=[CH:26][N:25]=[C:24]([NH:28][C:29]4[CH:34]=[CH:33][C:32]([N:35]5[CH2:40][CH2:39][O:38][CH2:37][CH2:36]5)=[CH:31][CH:30]=4)[N:23]=3)=[CH:20][CH:21]=2)=[O:41])[CH2:6][CH2:5][CH2:4][NH:3]1. The catalyst class is: 370.